Regression. Given two drug SMILES strings and cell line genomic features, predict the synergy score measuring deviation from expected non-interaction effect. From a dataset of NCI-60 drug combinations with 297,098 pairs across 59 cell lines. (1) Drug 1: C1CCC(C(C1)N)N.C(=O)(C(=O)[O-])[O-].[Pt+4]. Drug 2: C1C(C(OC1N2C=NC3=C2NC=NCC3O)CO)O. Cell line: U251. Synergy scores: CSS=20.9, Synergy_ZIP=-7.51, Synergy_Bliss=-3.65, Synergy_Loewe=-3.91, Synergy_HSA=-4.29. (2) Cell line: A498. Drug 2: CC=C1C(=O)NC(C(=O)OC2CC(=O)NC(C(=O)NC(CSSCCC=C2)C(=O)N1)C(C)C)C(C)C. Drug 1: CC1=C(C=C(C=C1)C(=O)NC2=CC(=CC(=C2)C(F)(F)F)N3C=C(N=C3)C)NC4=NC=CC(=N4)C5=CN=CC=C5. Synergy scores: CSS=11.7, Synergy_ZIP=0.727, Synergy_Bliss=0.649, Synergy_Loewe=-34.1, Synergy_HSA=-4.85. (3) Drug 1: CCCCCOC(=O)NC1=NC(=O)N(C=C1F)C2C(C(C(O2)C)O)O. Drug 2: C1CC(=O)NC(=O)C1N2C(=O)C3=CC=CC=C3C2=O. Cell line: ACHN. Synergy scores: CSS=-3.75, Synergy_ZIP=1.43, Synergy_Bliss=1.51, Synergy_Loewe=-2.31, Synergy_HSA=-2.37. (4) Drug 1: COC1=C(C=C2C(=C1)N=CN=C2NC3=CC(=C(C=C3)F)Cl)OCCCN4CCOCC4. Drug 2: C1=NC2=C(N=C(N=C2N1C3C(C(C(O3)CO)O)O)F)N. Cell line: RXF 393. Synergy scores: CSS=24.1, Synergy_ZIP=-3.89, Synergy_Bliss=-0.0638, Synergy_Loewe=-6.78, Synergy_HSA=-0.720. (5) Drug 1: CC1=C2C(C(=O)C3(C(CC4C(C3C(C(C2(C)C)(CC1OC(=O)C(C(C5=CC=CC=C5)NC(=O)C6=CC=CC=C6)O)O)OC(=O)C7=CC=CC=C7)(CO4)OC(=O)C)O)C)OC(=O)C. Drug 2: CC(C)CN1C=NC2=C1C3=CC=CC=C3N=C2N. Cell line: OVCAR-4. Synergy scores: CSS=25.4, Synergy_ZIP=1.15, Synergy_Bliss=2.44, Synergy_Loewe=-11.4, Synergy_HSA=1.17. (6) Drug 1: CC1OCC2C(O1)C(C(C(O2)OC3C4COC(=O)C4C(C5=CC6=C(C=C35)OCO6)C7=CC(=C(C(=C7)OC)O)OC)O)O. Drug 2: CN1C2=C(C=C(C=C2)N(CCCl)CCCl)N=C1CCCC(=O)O.Cl. Cell line: SF-295. Synergy scores: CSS=46.2, Synergy_ZIP=-0.00747, Synergy_Bliss=0.555, Synergy_Loewe=-42.3, Synergy_HSA=1.61. (7) Drug 1: C1CN(CCN1C(=O)CCBr)C(=O)CCBr. Drug 2: CC(C)CN1C=NC2=C1C3=CC=CC=C3N=C2N. Cell line: A549. Synergy scores: CSS=27.2, Synergy_ZIP=-6.34, Synergy_Bliss=-0.659, Synergy_Loewe=-0.197, Synergy_HSA=-0.711. (8) Drug 1: C#CCC(CC1=CN=C2C(=N1)C(=NC(=N2)N)N)C3=CC=C(C=C3)C(=O)NC(CCC(=O)O)C(=O)O. Drug 2: CN(C(=O)NC(C=O)C(C(C(CO)O)O)O)N=O. Cell line: LOX IMVI. Synergy scores: CSS=1.84, Synergy_ZIP=3.37, Synergy_Bliss=2.59, Synergy_Loewe=0.333, Synergy_HSA=-4.17. (9) Drug 2: C1=NC2=C(N1)C(=S)N=CN2. Cell line: HCC-2998. Drug 1: C1C(C(OC1N2C=C(C(=O)NC2=O)F)CO)O. Synergy scores: CSS=46.7, Synergy_ZIP=-6.17, Synergy_Bliss=-4.54, Synergy_Loewe=-0.936, Synergy_HSA=3.25. (10) Drug 1: C1=CC(=C2C(=C1NCCNCCO)C(=O)C3=C(C=CC(=C3C2=O)O)O)NCCNCCO. Drug 2: CN(C)C1=NC(=NC(=N1)N(C)C)N(C)C. Cell line: EKVX. Synergy scores: CSS=33.8, Synergy_ZIP=7.65, Synergy_Bliss=7.56, Synergy_Loewe=-26.5, Synergy_HSA=5.88.